Dataset: Forward reaction prediction with 1.9M reactions from USPTO patents (1976-2016). Task: Predict the product of the given reaction. (1) The product is: [CH2:49]([O:52][CH2:53][C@H:54]([NH:65][C:5](=[O:7])[C:4]1[CH:8]=[CH:9][C:10]([C:11]([N:13]2[CH2:17][CH:16]=[CH:15][CH2:14]2)=[O:12])=[C:2]([CH3:1])[CH:3]=1)[C:55]1[NH:59][C:58]2[CH:60]=[CH:61][C:62]([Cl:64])=[CH:63][C:57]=2[N:56]=1)[CH:50]=[CH2:51]. Given the reactants [CH3:1][C:2]1[CH:3]=[C:4]([CH:8]=[CH:9][C:10]=1[C:11]([N:13]1[CH2:17][CH:16]=[CH:15][CH2:14]1)=[O:12])[C:5]([OH:7])=O.CN(C(ON1N=NC2C=CC=CC1=2)=[N+](C)C)C.[B-](F)(F)(F)F.C(N(C(C)C)CC)(C)C.[CH2:49]([O:52][CH2:53][C@H:54]([NH2:65])[C:55]1[NH:59][C:58]2[CH:60]=[CH:61][C:62]([Cl:64])=[CH:63][C:57]=2[N:56]=1)[CH:50]=[CH2:51].ClCl, predict the reaction product. (2) Given the reactants C(N(CC)CC)C.[CH3:8][N:9]=[C:10]=[O:11].[ClH:12].[N:13]12[CH2:20][CH2:19][CH:16]([CH2:17][CH2:18]1)[C@@H:15]([NH:21][C:22]([C:24]1[S:25][C:26]3[C:32]([C:33]4[CH:38]=[CH:37][CH:36]=[CH:35][C:34]=4[CH2:39][OH:40])=[CH:31][CH:30]=[CH:29][C:27]=3[CH:28]=1)=[O:23])[CH2:14]2.C1COCC1, predict the reaction product. The product is: [ClH:12].[CH3:8][NH:9][C:10](=[O:11])[O:40][CH2:39][C:34]1[CH:35]=[CH:36][CH:37]=[CH:38][C:33]=1[C:32]1[C:26]2[S:25][C:24]([C:22]([NH:21][C@@H:15]3[CH:16]4[CH2:17][CH2:18][N:13]([CH2:20][CH2:19]4)[CH2:14]3)=[O:23])=[CH:28][C:27]=2[CH:29]=[CH:30][CH:31]=1. (3) The product is: [NH:18]([C:25]1[C:30]([Br:31])=[CH:29][N:28]=[C:27]([NH:13][C:12]2[CH:11]=[CH:10][C:9]([C:7](=[O:8])[NH:6][CH2:5][CH2:4][N:3]([CH2:1][CH3:2])[CH2:16][CH3:17])=[CH:15][CH:14]=2)[N:26]=1)[C:19]1[CH:24]=[CH:23][CH:22]=[CH:21][CH:20]=1. Given the reactants [CH2:1]([N:3]([CH2:16][CH3:17])[CH2:4][CH2:5][NH:6][C:7]([C:9]1[CH:15]=[CH:14][C:12]([NH2:13])=[CH:11][CH:10]=1)=[O:8])[CH3:2].[NH:18]([C:25]1[C:30]([Br:31])=[CH:29][N:28]=[C:27](Cl)[N:26]=1)[C:19]1[CH:24]=[CH:23][CH:22]=[CH:21][CH:20]=1, predict the reaction product. (4) Given the reactants [NH2:1][CH2:2][C:3]1[CH:4]=[C:5]([C:9]#[C:10][C:11]2[C:12]([NH:17][C:18]3[CH:23]=[CH:22][C:21]([O:24][CH2:25][C:26]4[CH:31]=[CH:30][CH:29]=[C:28]([F:32])[CH:27]=4)=[C:20]([Cl:33])[CH:19]=3)=[N:13][CH:14]=[N:15][CH:16]=2)[CH:6]=[CH:7][CH:8]=1.CN(C=O)C.[C:39](OC(=O)C)(=[O:41])[CH3:40].C(N(CC)CC)C, predict the reaction product. The product is: [Cl:33][C:20]1[CH:19]=[C:18]([NH:17][C:12]2[C:11]([C:10]#[C:9][C:5]3[CH:4]=[C:3]([CH:8]=[CH:7][CH:6]=3)[CH2:2][NH:1][C:39](=[O:41])[CH3:40])=[CH:16][N:15]=[CH:14][N:13]=2)[CH:23]=[CH:22][C:21]=1[O:24][CH2:25][C:26]1[CH:31]=[CH:30][CH:29]=[C:28]([F:32])[CH:27]=1. (5) Given the reactants [C:1]1([CH:7]2[C:19]3[NH:18][C:17]4[C:12](=[CH:13][CH:14]=[CH:15][CH:16]=4)[C:11]=3[CH2:10][CH2:9][NH:8]2)[CH:6]=[CH:5][CH:4]=[CH:3][CH:2]=1.[F:20][C:21]1[CH:22]=[C:23]([CH:27]=[CH:28][C:29]=1[F:30])[C:24](Cl)=[O:25], predict the reaction product. The product is: [F:20][C:21]1[CH:22]=[C:23]([C:24]([N:8]2[CH2:9][CH2:10][C:11]3[C:12]4[C:17](=[CH:16][CH:15]=[CH:14][CH:13]=4)[NH:18][C:19]=3[CH:7]2[C:1]2[CH:2]=[CH:3][CH:4]=[CH:5][CH:6]=2)=[O:25])[CH:27]=[CH:28][C:29]=1[F:30]. (6) Given the reactants [Br:1][C:2]1[CH:7]=[CH:6][C:5]([NH:8][C:9](=[O:14])C(Cl)(Cl)Cl)=[C:4]([C:15](=O)[C:16]2[CH:21]=[CH:20][CH:19]=[C:18]([Cl:22])[CH:17]=2)[CH:3]=1.[NH4+:24].C([O-])(=O)C, predict the reaction product. The product is: [Br:1][C:2]1[CH:3]=[C:4]2[C:5](=[CH:6][CH:7]=1)[NH:8][C:9](=[O:14])[N:24]=[C:15]2[C:16]1[CH:21]=[CH:20][CH:19]=[C:18]([Cl:22])[CH:17]=1.